From a dataset of Forward reaction prediction with 1.9M reactions from USPTO patents (1976-2016). Predict the product of the given reaction. (1) The product is: [Br:1][C:2]1[CH:7]=[C:6]([CH3:8])[CH:5]=[C:4]([CH3:9])[C:3]=1[O:10][CH2:12][C:13]([O:15][CH3:16])=[O:14]. Given the reactants [Br:1][C:2]1[CH:7]=[C:6]([CH3:8])[CH:5]=[C:4]([CH3:9])[C:3]=1[OH:10].Br[CH2:12][C:13]([O:15][CH3:16])=[O:14].C(=O)([O-])[O-].[Cs+].[Cs+], predict the reaction product. (2) The product is: [NH2:6][C:9]1[CH:10]=[C:11]([Br:18])[C:12]2[S:16][CH:15]=[N:14][C:13]=2[CH:17]=1. Given the reactants O.O.Cl[Sn]Cl.[N+:6]([C:9]1[CH:10]=[C:11]([Br:18])[C:12]2[S:16][CH:15]=[N:14][C:13]=2[CH:17]=1)([O-])=O.[OH-].[Na+], predict the reaction product. (3) Given the reactants [NH:1]1[C:5]2[CH:6]=[CH:7][CH:8]=[CH:9][C:4]=2[N:3]=[C:2]1[C:10]([OH:12])=O.CCN=C=N[CH2:18][CH2:19][CH2:20][N:21](C)C.C1C=CC2N([OH:33])N=NC=2C=1.N[C:35]12[C:53]3[C:48](=[CH:49][CH:50]=[CH:51][CH:52]=3)[C:47](=[O:54])C1(O)C1[C:42]([O:43]2)=[CH:41][C:40]([CH:44]([CH3:46])[CH3:45])=[CH:39]C=1, predict the reaction product. The product is: [OH:33][C:35]12[C:53]3[C:48](=[CH:49][CH:50]=[CH:51][CH:52]=3)[C:47](=[O:54])[C:20]1([NH:21][C:10]([C:2]1[NH:1][C:5]3[CH:6]=[CH:7][CH:8]=[CH:9][C:4]=3[N:3]=1)=[O:12])[C:19]1[CH:18]=[CH:39][C:40]([CH:44]([CH3:46])[CH3:45])=[CH:41][C:42]=1[O:43]2. (4) Given the reactants [N:1]1([CH2:6][C:7]2[CH:12]=[CH:11][C:10]([CH2:13][CH2:14][NH:15][C:16]([C:18]3[CH:23]=[CH:22][C:21]([C:24]4[CH:29]=[CH:28][C:27]([Cl:30])=[CH:26][CH:25]=4)=[CH:20][C:19]=3[NH2:31])=[O:17])=[CH:9][CH:8]=2)[CH2:5][CH2:4][CH2:3][CH2:2]1.C1N=CN([C:37](N2C=NC=C2)=[O:38])C=1, predict the reaction product. The product is: [Cl:30][C:27]1[CH:26]=[CH:25][C:24]([C:21]2[CH:20]=[C:19]3[C:18]([C:16](=[O:17])[N:15]([CH2:14][CH2:13][C:10]4[CH:11]=[CH:12][C:7]([CH2:6][N:1]5[CH2:5][CH2:4][CH2:3][CH2:2]5)=[CH:8][CH:9]=4)[C:37](=[O:38])[NH:31]3)=[CH:23][CH:22]=2)=[CH:29][CH:28]=1. (5) Given the reactants [C:1]([O:5][C:6](=[O:36])[NH:7][C:8]1([C:12]2[CH:17]=[CH:16][C:15](C3C(=O)C4C(=CC=C(F)C=4)OC=3C3C=CC=CC=3)=[CH:14][CH:13]=2)[CH2:11][CH2:10][CH2:9]1)([CH3:4])([CH3:3])[CH3:2].I[C:38]1[C:47](=[O:48])[C:46]2[C:41](=[CH:42][C:43]([O:50][CH3:51])=[C:44]([CH3:49])[CH:45]=2)[O:40][C:39]=1[C:52]1[CH:57]=[CH:56][CH:55]=[CH:54][CH:53]=1, predict the reaction product. The product is: [C:1]([O:5][C:6](=[O:36])[NH:7][C:8]1([C:12]2[CH:13]=[CH:14][C:15]([C:38]3[C:47](=[O:48])[C:46]4[C:41](=[CH:42][C:43]([O:50][CH3:51])=[C:44]([CH3:49])[CH:45]=4)[O:40][C:39]=3[C:52]3[CH:57]=[CH:56][CH:55]=[CH:54][CH:53]=3)=[CH:16][CH:17]=2)[CH2:9][CH2:10][CH2:11]1)([CH3:4])([CH3:2])[CH3:3]. (6) Given the reactants N1(CC2N=CC([NH:14][C:15]([C:17]3[CH:18]=[CH:19][C:20]([C:27]4[C:32]([Cl:33])=[C:31]([O:34][CH3:35])[CH:30]=[C:29]([O:36][CH3:37])[C:28]=4[Cl:38])=[C:21]4[C:26]=3[N:25]=[CH:24][CH:23]=[CH:22]4)=[O:16])=CC=2)CCNCC1.N[C:40]1[N:45]=[CH:44][C:43]([CH2:46][N:47]([CH3:53])[CH2:48][CH2:49][N:50]([CH3:52])[CH3:51])=[CH:42][CH:41]=1, predict the reaction product. The product is: [CH3:51][N:50]([CH3:52])[CH2:49][CH2:48][N:47]([CH2:46][C:43]1[CH:42]=[CH:41][C:40]([NH:14][C:15]([C:17]2[CH:18]=[CH:19][C:20]([C:27]3[C:28]([Cl:38])=[C:29]([O:36][CH3:37])[CH:30]=[C:31]([O:34][CH3:35])[C:32]=3[Cl:33])=[C:21]3[C:26]=2[N:25]=[CH:24][CH:23]=[CH:22]3)=[O:16])=[N:45][CH:44]=1)[CH3:53]. (7) The product is: [Br:1][C:2]1[C:3]([CH2:22][C:23]2[O:25][N:54]=[C:52]([CH3:53])[N:51]=2)=[CH:4][C:5]([NH:8][C:9]2[S:10][CH:11]=[C:12]([CH2:14][CH2:15][C:16]3[CH:17]=[CH:18][CH:19]=[CH:20][CH:21]=3)[N:13]=2)=[N:6][CH:7]=1. Given the reactants [Br:1][C:2]1[C:3]([CH2:22][C:23]([OH:25])=O)=[CH:4][C:5]([NH:8][C:9]2[S:10][CH:11]=[C:12]([CH2:14][CH2:15][C:16]3[CH:21]=[CH:20][CH:19]=[CH:18][CH:17]=3)[N:13]=2)=[N:6][CH:7]=1.CCN(C(C)C)C(C)C.F[P-](F)(F)(F)(F)F.CN(C)C(F)=[N+](C)C.O[NH:51][C:52](=[NH:54])[CH3:53], predict the reaction product.